From a dataset of Full USPTO retrosynthesis dataset with 1.9M reactions from patents (1976-2016). Predict the reactants needed to synthesize the given product. Given the product [Cl:1][C:2]1[CH:8]=[C:7]([F:9])[CH:6]=[CH:5][C:3]=1[NH:4][C:11]1[CH:16]=[CH:15][CH:14]=[CH:13][CH:12]=1, predict the reactants needed to synthesize it. The reactants are: [Cl:1][C:2]1[CH:8]=[C:7]([F:9])[CH:6]=[CH:5][C:3]=1[NH2:4].Br[C:11]1[CH:16]=[CH:15][CH:14]=[CH:13][CH:12]=1.C(P(C(C)(C)C)C(C)(C)C)(C)(C)C.CC(C)([O-])C.[Na+].